Dataset: NCI-60 drug combinations with 297,098 pairs across 59 cell lines. Task: Regression. Given two drug SMILES strings and cell line genomic features, predict the synergy score measuring deviation from expected non-interaction effect. (1) Drug 1: COC1=CC(=CC(=C1O)OC)C2C3C(COC3=O)C(C4=CC5=C(C=C24)OCO5)OC6C(C(C7C(O6)COC(O7)C8=CC=CS8)O)O. Drug 2: CCC1(C2=C(COC1=O)C(=O)N3CC4=CC5=C(C=CC(=C5CN(C)C)O)N=C4C3=C2)O.Cl. Cell line: KM12. Synergy scores: CSS=38.0, Synergy_ZIP=-5.86, Synergy_Bliss=-0.723, Synergy_Loewe=1.72, Synergy_HSA=3.60. (2) Drug 1: C1CC(=O)NC(=O)C1N2CC3=C(C2=O)C=CC=C3N. Drug 2: C1=CC(=CC=C1CC(C(=O)O)N)N(CCCl)CCCl.Cl. Cell line: HOP-92. Synergy scores: CSS=18.7, Synergy_ZIP=-2.55, Synergy_Bliss=7.96, Synergy_Loewe=8.61, Synergy_HSA=8.76. (3) Drug 1: CC1C(C(CC(O1)OC2CC(CC3=C2C(=C4C(=C3O)C(=O)C5=C(C4=O)C(=CC=C5)OC)O)(C(=O)CO)O)N)O.Cl. Drug 2: C1=CC(=CC=C1CCCC(=O)O)N(CCCl)CCCl. Cell line: UACC-257. Synergy scores: CSS=3.07, Synergy_ZIP=-1.46, Synergy_Bliss=-2.06, Synergy_Loewe=-1.66, Synergy_HSA=-1.34. (4) Drug 1: CS(=O)(=O)CCNCC1=CC=C(O1)C2=CC3=C(C=C2)N=CN=C3NC4=CC(=C(C=C4)OCC5=CC(=CC=C5)F)Cl. Drug 2: C(=O)(N)NO. Cell line: BT-549. Synergy scores: CSS=-3.23, Synergy_ZIP=3.35, Synergy_Bliss=4.32, Synergy_Loewe=-2.70, Synergy_HSA=-2.18.